This data is from Tox21: 12 toxicity assays (nuclear receptors and stress response pathways). The task is: Binary classification across 12 toxicity assays. (1) It tested positive (active) for: NR-AR (Androgen Receptor agonist activity), and NR-ER (Estrogen Receptor agonist activity). The compound is CC1(C)O[C@@H]2C[C@H]3[C@@H]4CCC5=CC(=O)C=C[C@]5(C)[C@H]4[C@@H](O)C[C@]3(C)[C@]2(C(=O)CO)O1. (2) The molecule is C[C@]12CC[C@@H]3c4ccc(O)cc4CC[C@H]3[C@@H]1C[C@@H](O)[C@@H]2O. It tested positive (active) for: NR-ER (Estrogen Receptor agonist activity), and NR-ER-LBD (Estrogen Receptor Ligand Binding Domain agonist). (3) The molecule is CCC(=O)O[C@]1(C(=O)SCF)[C@H](C)C[C@H]2C3C[C@H](F)C4=CC(=O)C=C[C@]4(C)[C@@]3(F)[C@@H](O)C[C@@]21C. It tested positive (active) for: NR-AR (Androgen Receptor agonist activity), and SR-MMP (Mitochondrial Membrane Potential disruption). (4) The compound is CCC(=C(CC)c1ccc(O)cc1)c1ccc(O)cc1. It tested positive (active) for: NR-ER (Estrogen Receptor agonist activity), NR-ER-LBD (Estrogen Receptor Ligand Binding Domain agonist), SR-MMP (Mitochondrial Membrane Potential disruption), and SR-p53 (p53 tumor suppressor activation).